From a dataset of Forward reaction prediction with 1.9M reactions from USPTO patents (1976-2016). Predict the product of the given reaction. (1) Given the reactants Br[C:2]1[C:3]([CH3:19])=[C:4]([CH2:12][N:13]2[CH2:18][CH2:17][O:16][CH2:15][CH2:14]2)[N:5]2[C:10]=1[C:9]([NH2:11])=[N:8][CH:7]=[N:6]2.[Cl:20][C:21]1[CH:26]=[CH:25][C:24]([C:27]([F:30])([F:29])[F:28])=[CH:23][C:22]=1[NH:31][C:32]([NH:34][C:35]1[CH:40]=[CH:39][C:38](B2OC(C)(C)C(C)(C)O2)=[CH:37][CH:36]=1)=[O:33].FC1C=CC(C(F)(F)F)=CC=1NC(NC1C=CC(B2OC(C)(C)C(C)(C)O2)=CC=1)=O, predict the reaction product. The product is: [NH2:11][C:9]1[C:10]2=[C:2]([C:38]3[CH:37]=[CH:36][C:35]([NH:34][C:32]([NH:31][C:22]4[CH:23]=[C:24]([C:27]([F:28])([F:30])[F:29])[CH:25]=[CH:26][C:21]=4[Cl:20])=[O:33])=[CH:40][CH:39]=3)[C:3]([CH3:19])=[C:4]([CH2:12][N:13]3[CH2:18][CH2:17][O:16][CH2:15][CH2:14]3)[N:5]2[N:6]=[CH:7][N:8]=1. (2) Given the reactants Br[C:2]1[CH:3]=[C:4]([C:12]([O:14][CH3:15])=[O:13])[CH:5]=[C:6]([CH:11]=1)[C:7]([O:9][CH3:10])=[O:8].C(=O)([O-])[O-].[Na+].[Na+].[Cl:22][C:23]1[CH:24]=[C:25](B(O)O)[CH:26]=[CH:27][CH:28]=1, predict the reaction product. The product is: [Cl:22][C:23]1[CH:28]=[C:27]([C:2]2[CH:3]=[C:4]([C:12]([O:14][CH3:15])=[O:13])[CH:5]=[C:6]([C:7]([O:9][CH3:10])=[O:8])[CH:11]=2)[CH:26]=[CH:25][CH:24]=1.